From a dataset of Forward reaction prediction with 1.9M reactions from USPTO patents (1976-2016). Predict the product of the given reaction. (1) Given the reactants [CH3:1][O:2][C:3]1[CH:4]=[C:5]2[C:10](=[CH:11][C:12]=1[O:13][CH3:14])[N:9]=[CH:8][CH:7]=[C:6]2[O:15][C:16]1[CH:21]=[CH:20][C:19]([OH:22])=[CH:18][CH:17]=1.C(N(CC)CC)C.[C:30]([C:34]1[CH:39]=[CH:38][C:37](OB=O)=[CH:36][CH:35]=1)([CH3:33])([CH3:32])[CH3:31], predict the reaction product. The product is: [C:30]([C:34]1[CH:39]=[CH:38][C:37]([O:22][C:19]2[CH:18]=[CH:17][C:16]([O:15][C:6]3[C:5]4[C:10](=[CH:11][C:12]([O:13][CH3:14])=[C:3]([O:2][CH3:1])[CH:4]=4)[N:9]=[CH:8][CH:7]=3)=[CH:21][CH:20]=2)=[CH:36][CH:35]=1)([CH3:33])([CH3:32])[CH3:31]. (2) Given the reactants [CH3:1][S:2]([C:5]1[CH:10]=[CH:9][C:8]([C:11]2[N:16]=[CH:15][C:14]([CH2:17][NH:18][CH:19]3[CH2:24][CH2:23][N:22]([C:25]([O:27][C:28]([CH3:31])([CH3:30])[CH3:29])=[O:26])[CH2:21][CH2:20]3)=[CH:13][CH:12]=2)=[CH:7][CH:6]=1)(=[O:4])=[O:3].[O:32]1[CH2:36][CH2:35][CH2:34][CH:33]1[CH:37]=O.CC(O)=O.[BH3-]C#N.[Na+], predict the reaction product. The product is: [CH3:1][S:2]([C:5]1[CH:10]=[CH:9][C:8]([C:11]2[N:16]=[CH:15][C:14]([CH2:17][N:18]([CH2:37][CH:33]3[CH2:34][CH2:35][CH2:36][O:32]3)[CH:19]3[CH2:24][CH2:23][N:22]([C:25]([O:27][C:28]([CH3:31])([CH3:30])[CH3:29])=[O:26])[CH2:21][CH2:20]3)=[CH:13][CH:12]=2)=[CH:7][CH:6]=1)(=[O:3])=[O:4]. (3) Given the reactants Cl[C:2]1[CH:7]=[CH:6][CH:5]=[C:4]([C:8]#[N:9])[N:3]=1.C(=O)([O-])[O-].[Cs+].[Cs+].[Cl:16][C:17]1[CH:44]=[CH:43][C:20]([CH2:21][N:22]2[C:27](=[O:28])[C:26]([C:29]3[O:30][C:31]([CH3:34])=[CH:32][N:33]=3)=[CH:25][N:24]=[C:23]2[NH:35][C:36]2[CH:41]=[CH:40][C:39]([OH:42])=[CH:38][CH:37]=2)=[CH:19][CH:18]=1.CN(C=O)C, predict the reaction product. The product is: [Cl:16][C:17]1[CH:18]=[CH:19][C:20]([CH2:21][N:22]2[C:27](=[O:28])[C:26]([C:29]3[O:30][C:31]([CH3:34])=[CH:32][N:33]=3)=[CH:25][N:24]=[C:23]2[NH:35][C:36]2[CH:41]=[CH:40][C:39]([O:42][C:2]3[CH:7]=[CH:6][CH:5]=[C:4]([C:8]#[N:9])[N:3]=3)=[CH:38][CH:37]=2)=[CH:43][CH:44]=1. (4) The product is: [CH3:1][O:2][C:3]1[CH:4]=[C:5]([CH:26]=[CH:27][C:28]=1[O:29][CH3:30])[O:6][CH2:7][C:8]1[S:40][C:12]([C@@H:14]2[CH2:18][CH2:17][CH2:16][N:15]2[C:19]([O:21][C:22]([CH3:25])([CH3:24])[CH3:23])=[O:20])=[N:11][N:10]=1. Given the reactants [CH3:1][O:2][C:3]1[CH:4]=[C:5]([CH:26]=[CH:27][C:28]=1[O:29][CH3:30])[O:6][CH2:7][C:8]([NH:10][NH:11][C:12]([C@@H:14]1[CH2:18][CH2:17][CH2:16][N:15]1[C:19]([O:21][C:22]([CH3:25])([CH3:24])[CH3:23])=[O:20])=O)=O.COC1C=CC(P2(SP(C3C=CC(OC)=CC=3)(=S)S2)=[S:40])=CC=1, predict the reaction product. (5) Given the reactants [CH2:1]([O:3][CH2:4][C:5]1[O:6][C:7]2[CH:13]=[CH:12][C:11]([OH:14])=[CH:10][C:8]=2[CH:9]=1)[CH3:2].[OH-].[Na+].[CH2:17]([CH:19]1[O:21][CH2:20]1)Cl, predict the reaction product. The product is: [CH2:1]([O:3][CH2:4][C:5]1[O:6][C:7]2[CH:13]=[CH:12][C:11]([O:14][CH2:17][CH:19]3[CH2:20][O:21]3)=[CH:10][C:8]=2[CH:9]=1)[CH3:2].